Predict the product of the given reaction. From a dataset of Forward reaction prediction with 1.9M reactions from USPTO patents (1976-2016). (1) Given the reactants [F:1][B:2]([O:4][C:5](C1C(=O)C2C(=C(OCF)C(F)=C(F)C=2)N(C2CC2)C=1)=[O:6])[F:3].[CH:26]1([N:29]2[C:38]3[C:33](=[CH:34][C:35]([F:45])=[C:36]([F:44])[C:37]=3[O:39][C:40]([F:43])([F:42])[F:41])[C:32](=[O:46])[CH:31]=[C:30]2C(O)=O)[CH2:28][CH2:27]1, predict the reaction product. The product is: [F:1][B:2]([O:4][C:5]([C:31]1[C:32](=[O:46])[C:33]2[C:38](=[C:37]([O:39][C:40]([F:42])([F:43])[F:41])[C:36]([F:44])=[C:35]([F:45])[CH:34]=2)[N:29]([CH:26]2[CH2:27][CH2:28]2)[CH:30]=1)=[O:6])[F:3]. (2) Given the reactants [Br:1][C:2]1[CH:3]=[C:4]([CH:8]2[CH2:10][O:9]2)[CH:5]=[CH:6][CH:7]=1.[N:11]([Si](C)(C)C)=[N+:12]=[N-:13].CC(C)[O-].[Al+3].CC(C)[O-].CC(C)[O-].C(C(C(C([O-])=O)O)O)([O-])=O.[K+].[Na+], predict the reaction product. The product is: [N:11]([CH:8]([C:4]1[CH:5]=[CH:6][CH:7]=[C:2]([Br:1])[CH:3]=1)[CH2:10][OH:9])=[N+:12]=[N-:13]. (3) Given the reactants [OH:1][C:2]1[CH:6]=[CH:5][S:4][C:3]=1[C:7]1[C:11]2[CH:12]=[C:13]([N:16]3[C:21](=[O:22])[CH:20]=[C:19]([C:23]([F:26])([F:25])[F:24])[N:18]([CH3:27])[C:17]3=[O:28])[CH:14]=[CH:15][C:10]=2[S:9][N:8]=1.C(=O)([O-])[O-].[K+].[K+].Br[CH2:36][C:37]([O:39][CH3:40])=[O:38].O, predict the reaction product. The product is: [CH3:27][N:18]1[C:19]([C:23]([F:26])([F:25])[F:24])=[CH:20][C:21](=[O:22])[N:16]([C:13]2[CH:14]=[CH:15][C:10]3[S:9][N:8]=[C:7]([C:3]4[S:4][CH:5]=[CH:6][C:2]=4[O:1][CH2:36][C:37]([O:39][CH3:40])=[O:38])[C:11]=3[CH:12]=2)[C:17]1=[O:28]. (4) Given the reactants [C:1]1([C@@H:7]([NH:9][C:10]2[N:15]=[C:14]([C:16]3[CH:17]=[C:18]([CH:21]=[CH:22][CH:23]=3)[CH:19]=O)[CH:13]=[N:12][CH:11]=2)[CH3:8])[CH:6]=[CH:5][CH:4]=[CH:3][CH:2]=1.[S:24]1[CH2:28][C:27](=[O:29])[NH:26][C:25]1=[O:30].N1CCCCC1, predict the reaction product. The product is: [C:1]1([C@@H:7]([NH:9][C:10]2[N:15]=[C:14]([C:16]3[CH:17]=[C:18]([CH:21]=[CH:22][CH:23]=3)[CH:19]=[C:28]3[S:24][C:25](=[O:30])[NH:26][C:27]3=[O:29])[CH:13]=[N:12][CH:11]=2)[CH3:8])[CH:2]=[CH:3][CH:4]=[CH:5][CH:6]=1. (5) Given the reactants [CH:1](I)([CH3:3])[CH3:2].[NH2:5][CH:6]1[CH2:11][CH2:10][CH:9]([CH2:12][NH:13][C:14](=[O:20])[O:15][C:16]([CH3:19])([CH3:18])[CH3:17])[CH2:8][CH2:7]1.C(N(C(C)C)CC)(C)C, predict the reaction product. The product is: [CH:1]([NH:5][CH:6]1[CH2:11][CH2:10][CH:9]([CH2:12][NH:13][C:14](=[O:20])[O:15][C:16]([CH3:18])([CH3:17])[CH3:19])[CH2:8][CH2:7]1)([CH3:3])[CH3:2]. (6) Given the reactants [Br:1][C:2]1[CH:7]=[CH:6][C:5]([N+:8]([O-:10])=[O:9])=[C:4](F)[CH:3]=1.[C:12]([NH2:16])([CH3:15])([CH3:14])[CH3:13], predict the reaction product. The product is: [Br:1][C:2]1[CH:7]=[CH:6][C:5]([N+:8]([O-:10])=[O:9])=[C:4]([NH:16][C:12]([CH3:15])([CH3:14])[CH3:13])[CH:3]=1. (7) Given the reactants [S:1](Cl)([C:4]1[CH:10]=[CH:9][C:7]([CH3:8])=[CH:6][CH:5]=1)(=[O:3])=[O:2].[OH:12][CH2:13][CH2:14][O:15][CH2:16][CH2:17][O:18][CH2:19][CH2:20][O:21][CH2:22][C:23]([O:25][C:26]([CH3:29])([CH3:28])[CH3:27])=[O:24], predict the reaction product. The product is: [S:1]([O:12][CH2:13][CH2:14][O:15][CH2:16][CH2:17][O:18][CH2:19][CH2:20][O:21][CH2:22][C:23]([O:25][C:26]([CH3:29])([CH3:28])[CH3:27])=[O:24])([C:4]1[CH:10]=[CH:9][C:7]([CH3:8])=[CH:6][CH:5]=1)(=[O:3])=[O:2]. (8) Given the reactants [C:1]([C:5]1[CH:17]=[CH:16][C:8]([CH2:9][N:10]2[CH2:14][CH2:13][O:12][S:11]2=[O:15])=[CH:7][CH:6]=1)([CH3:4])([CH3:3])[CH3:2].[OH2:18], predict the reaction product. The product is: [C:1]([C:5]1[CH:17]=[CH:16][C:8]([CH2:9][N:10]2[CH2:14][CH2:13][O:12][S:11]2(=[O:18])=[O:15])=[CH:7][CH:6]=1)([CH3:4])([CH3:2])[CH3:3].